From a dataset of Reaction yield outcomes from USPTO patents with 853,638 reactions. Predict the reaction yield, written as a fraction of the theoretical maximum amount of product (1.0 means a 100% yield; for example, 0.34 means a 34% yield). (1) The reactants are C([O:9][C@:10]1([CH3:46])[CH:14]([O:15]C(=O)C2C=CC=CC=2)[CH:13]([CH2:24][O:25]C(=O)C2C=CC=CC=2)[O:12][C@H:11]1[N:34]1[C:38]2[N:39]=[CH:40][N:41]=[C:42]([NH2:43])[C:37]=2[C:36]([C:44]#[N:45])=[CH:35]1)(=O)C1C=CC=CC=1.N. The catalyst is CO. The product is [NH2:43][C:42]1[C:37]2[C:36]([C:44]#[N:45])=[CH:35][N:34]([C@H:11]3[C@@:10]([OH:9])([CH3:46])[CH:14]([OH:15])[CH:13]([CH2:24][OH:25])[O:12]3)[C:38]=2[N:39]=[CH:40][N:41]=1. The yield is 0.700. (2) The reactants are [O:1]=[C:2]([N:19]1[CH2:24][CH2:23][NH:22][CH2:21][CH2:20]1)[CH2:3][NH:4][C:5]([C:7]1[CH:12]=[CH:11][C:10]([C:13]2[CH:18]=[CH:17][CH:16]=[CH:15][CH:14]=2)=[CH:9][CH:8]=1)=[O:6].[C:25]1(=[O:35])[O:30][C:28](=[O:29])[C:27]2=[CH:31][CH:32]=[CH:33][CH:34]=[C:26]12. The catalyst is C1(C)C=CC=CC=1. The product is [C:10]1([C:13]2[CH:18]=[CH:17][CH:16]=[CH:15][CH:14]=2)[CH:9]=[CH:8][C:7]([C:5]([NH:4][CH2:3][C:2]([N:19]2[CH2:24][CH2:23][N:22]([C:25]([C:26]3[CH:34]=[CH:33][CH:32]=[CH:31][C:27]=3[C:28]([OH:30])=[O:29])=[O:35])[CH2:21][CH2:20]2)=[O:1])=[O:6])=[CH:12][CH:11]=1. The yield is 0.485. (3) The reactants are [Cl:1][C:2]1[C:37]([C:38]([F:41])([F:40])[F:39])=[CH:36][CH:35]=[CH:34][C:3]=1[CH2:4][N:5]([CH2:20][CH:21]([C:28]1[CH:33]=[CH:32][CH:31]=[CH:30][CH:29]=1)[C:22]1[CH:27]=[CH:26][CH:25]=[CH:24][CH:23]=1)[CH2:6][CH2:7][CH2:8][O:9][C:10]1[CH:11]=[C:12]([CH2:16][C:17]([OH:19])=O)[CH:13]=[CH:14][CH:15]=1.[NH:42]1[CH2:47][CH2:46][O:45][CH2:44][CH2:43]1.CN([P+](ON1N=NC2C=CC=CC1=2)(N(C)C)N(C)C)C.F[P-](F)(F)(F)(F)F.CCN(CC)CC. The catalyst is CC#N. The product is [ClH:1].[Cl:1][C:2]1[C:37]([C:38]([F:39])([F:40])[F:41])=[CH:36][CH:35]=[CH:34][C:3]=1[CH2:4][N:5]([CH2:20][CH:21]([C:22]1[CH:23]=[CH:24][CH:25]=[CH:26][CH:27]=1)[C:28]1[CH:33]=[CH:32][CH:31]=[CH:30][CH:29]=1)[CH2:6][CH2:7][CH2:8][O:9][C:10]1[CH:11]=[C:12]([CH2:16][C:17]([N:42]2[CH2:47][CH2:46][O:45][CH2:44][CH2:43]2)=[O:19])[CH:13]=[CH:14][CH:15]=1. The yield is 0.540.